From a dataset of Full USPTO retrosynthesis dataset with 1.9M reactions from patents (1976-2016). Predict the reactants needed to synthesize the given product. (1) Given the product [F:8][C:9]1[C:14]([F:15])=[CH:13][CH:12]=[CH:11][C:10]=1[C@H:16]1[CH2:22][N:21]2[C:23]([CH2:26][C:27]([F:30])([F:28])[F:29])=[CH:24][N:25]=[C:20]2[C@H:19]([NH:31][C:33]([N:52]2[CH2:53][CH2:54][C:49]3([NH:45][C:46](=[O:56])[NH:47][C:48]3=[O:55])[CH2:50][CH2:51]2)=[O:34])[CH2:18][CH2:17]1, predict the reactants needed to synthesize it. The reactants are: C(N(CC)CC)C.[F:8][C:9]1[C:14]([F:15])=[CH:13][CH:12]=[CH:11][C:10]=1[C@H:16]1[CH2:22][N:21]2[C:23]([CH2:26][C:27]([F:30])([F:29])[F:28])=[CH:24][N:25]=[C:20]2[C@H:19]([NH2:31])[CH2:18][CH2:17]1.Cl[C:33](OC1C=CC([N+]([O-])=O)=CC=1)=[O:34].[NH:45]1[C:49]2([CH2:54][CH2:53][NH:52][CH2:51][CH2:50]2)[C:48](=[O:55])[NH:47][C:46]1=[O:56].C(=O)([O-])[O-].[Na+].[Na+]. (2) Given the product [Br:16][C:13]1[CH:14]=[CH:15][C:10]([C:7]([F:9])([F:8])[C:6]([NH2:18])=[O:5])=[N:11][CH:12]=1, predict the reactants needed to synthesize it. The reactants are: C([O:5][C:6](=O)[C:7]([C:10]1[CH:15]=[CH:14][C:13]([Br:16])=[CH:12][N:11]=1)([F:9])[F:8])(C)(C)C.[NH3:18]. (3) Given the product [C:1]([C:3]1[CH:8]=[CH:7][C:6]([CH2:9][CH2:10][C:11]([O:13][C:14]([CH3:16])([CH3:15])[CH3:17])=[O:12])=[CH:5][C:4]=1[CH3:18])#[N:2], predict the reactants needed to synthesize it. The reactants are: [C:1]([C:3]1[CH:8]=[CH:7][C:6]([CH:9]=[CH:10][C:11]([O:13][C:14]([CH3:17])([CH3:16])[CH3:15])=[O:12])=[CH:5][C:4]=1[CH3:18])#[N:2].[H][H]. (4) Given the product [CH2:1]([C:8]1[CH:9]=[C:10]([N:18]2[CH:22]=[CH:21][N:20]([C:23]3[CH:28]=[CH:27][C:26]([O:29][C:30]4[CH:35]=[CH:34][CH:33]=[CH:32][CH:31]=4)=[CH:25][CH:24]=3)[C:19]2=[O:36])[CH:11]=[CH:12][C:13]=1[O:14][CH2:15][CH2:16][N:37]1[CH2:41][CH2:40][CH2:39][CH2:38]1)[C:2]1[CH:7]=[CH:6][CH:5]=[CH:4][CH:3]=1, predict the reactants needed to synthesize it. The reactants are: [CH2:1]([C:8]1[CH:9]=[C:10]([N:18]2[CH:22]=[CH:21][N:20]([C:23]3[CH:28]=[CH:27][C:26]([O:29][C:30]4[CH:35]=[CH:34][CH:33]=[CH:32][CH:31]=4)=[CH:25][CH:24]=3)[C:19]2=[O:36])[CH:11]=[CH:12][C:13]=1[O:14][CH2:15][CH2:16]Br)[C:2]1[CH:7]=[CH:6][CH:5]=[CH:4][CH:3]=1.[NH:37]1[CH2:41][CH2:40][CH2:39][CH2:38]1.[I-].[Na+]. (5) Given the product [Cl:25][C:14]1[CH:13]=[C:12]([NH:11][C:5]2[C:6]3[N:7]([CH:8]=[CH:9][N:10]=3)[C:2]([C:34]3[CH:42]=[CH:41][C:37]([C:38]([NH2:40])=[O:39])=[CH:36][CH:35]=3)=[CH:3][N:4]=2)[CH:17]=[CH:16][C:15]=1[N:18]1[CH2:23][CH2:22][N:21]([CH3:24])[CH2:20][CH2:19]1, predict the reactants needed to synthesize it. The reactants are: Br[C:2]1[N:7]2[CH:8]=[CH:9][N:10]=[C:6]2[C:5]([NH:11][C:12]2[CH:17]=[CH:16][C:15]([N:18]3[CH2:23][CH2:22][N:21]([CH3:24])[CH2:20][CH2:19]3)=[C:14]([Cl:25])[CH:13]=2)=[N:4][CH:3]=1.CC1(C)C(C)(C)OB([C:34]2[CH:42]=[CH:41][C:37]([C:38]([NH2:40])=[O:39])=[CH:36][CH:35]=2)O1.C([O-])([O-])=O.[Na+].[Na+]. (6) Given the product [Cl:1][C:2]1[CH:7]=[CH:6][C:5]([NH:8][C:9](=[O:12])[CH2:10][N:37]2[CH2:38][CH2:39][N:34]([C:29]3[N:28]=[CH:33][CH:32]=[CH:31][N:30]=3)[CH2:35][CH2:36]2)=[C:4]([C:13](=[O:21])[C:14]2[CH:19]=[CH:18][CH:17]=[CH:16][C:15]=2[Cl:20])[CH:3]=1, predict the reactants needed to synthesize it. The reactants are: [Cl:1][C:2]1[CH:7]=[CH:6][C:5]([NH:8][C:9](=[O:12])[CH2:10]Cl)=[C:4]([C:13](=[O:21])[C:14]2[CH:19]=[CH:18][CH:17]=[CH:16][C:15]=2[Cl:20])[CH:3]=1.C(=O)([O-])[O-].[K+].[K+].[N:28]1[CH:33]=[CH:32][CH:31]=[N:30][C:29]=1[N:34]1[CH2:39][CH2:38][NH:37][CH2:36][CH2:35]1. (7) Given the product [NH2:7][C:8]1[C:16]([F:17])=[CH:15][CH:14]=[CH:13][C:9]=1[C:10]([NH:6][C:2]([CH3:3])([C:4]#[CH:5])[CH3:1])=[O:11], predict the reactants needed to synthesize it. The reactants are: [CH3:1][C:2]([NH2:6])([C:4]#[CH:5])[CH3:3].[NH2:7][C:8]1[C:16]([F:17])=[CH:15][CH:14]=[CH:13][C:9]=1[C:10](O)=[O:11].CCN=C=NCCCN(C)C.CCN(C(C)C)C(C)C.C1C=CC2N(O)N=NC=2C=1. (8) Given the product [CH3:24][O:23][C:20]1[CH:21]=[CH:22][C:17]([C:8]2[C:7]3[C:2]([NH:25][CH2:26][C:27]([CH3:31])([CH3:30])[CH2:28][OH:29])=[N:3][CH:4]=[CH:5][C:6]=3[O:10][C:9]=2[C:11]2[CH:16]=[CH:15][CH:14]=[CH:13][CH:12]=2)=[CH:18][CH:19]=1, predict the reactants needed to synthesize it. The reactants are: Cl[C:2]1[C:7]2[C:8]([C:17]3[CH:22]=[CH:21][C:20]([O:23][CH3:24])=[CH:19][CH:18]=3)=[C:9]([C:11]3[CH:16]=[CH:15][CH:14]=[CH:13][CH:12]=3)[O:10][C:6]=2[CH:5]=[CH:4][N:3]=1.[NH2:25][CH2:26][C:27]([CH3:31])([CH3:30])[CH2:28][OH:29].C(N(C(C)C)CC)(C)C.[Cl-].[Na+]. (9) Given the product [CH:1]1([O:6][C:7](=[O:52])[C@@H:8]([NH:15][CH2:16][C:17]2[CH:22]=[CH:21][CH:20]=[C:19]([NH:23][CH2:24][C:25]3[CH:26]=[CH:27][C:28]4[CH:32]=[C:31]([C:33](=[O:43])[NH:34][OH:35])[S:30][C:29]=4[CH:44]=3)[CH:18]=2)[C:9]2[CH:14]=[CH:13][CH:12]=[CH:11][CH:10]=2)[CH2:5][CH2:4][CH2:3][CH2:2]1, predict the reactants needed to synthesize it. The reactants are: [CH:1]1([O:6][C:7](=[O:52])[C@@H:8]([N:15](C(OC(C)(C)C)=O)[CH2:16][C:17]2[CH:22]=[CH:21][CH:20]=[C:19]([NH:23][CH2:24][C:25]3[CH:26]=[CH:27][C:28]4[CH:32]=[C:31]([C:33](=[O:43])[NH:34][O:35]C(OCC(C)C)C)[S:30][C:29]=4[CH:44]=3)[CH:18]=2)[C:9]2[CH:14]=[CH:13][CH:12]=[CH:11][CH:10]=2)[CH2:5][CH2:4][CH2:3][CH2:2]1.C(O)(C(F)(F)F)=O. (10) The reactants are: [F:1][C:2]([F:42])([F:41])[C@H:3]([N:28]1[CH2:32][CH2:31][C@H:30]([NH:33]C(=O)OC(C)(C)C)[CH2:29]1)[C:4]1[CH:5]=[CH:6][C:7]2[N:8]([C:10]([C:13]3[CH:22]=[CH:21][C:20]4[C:15](=[CH:16][C:17]([O:24][CH2:25][CH2:26][OH:27])=[C:18]([F:23])[CH:19]=4)[N:14]=3)=[N:11][N:12]=2)[CH:9]=1. Given the product [NH2:33][C@H:30]1[CH2:31][CH2:32][N:28]([C@H:3]([C:4]2[CH:5]=[CH:6][C:7]3[N:8]([C:10]([C:13]4[CH:22]=[CH:21][C:20]5[C:15](=[CH:16][C:17]([O:24][CH2:25][CH2:26][OH:27])=[C:18]([F:23])[CH:19]=5)[N:14]=4)=[N:11][N:12]=3)[CH:9]=2)[C:2]([F:41])([F:1])[F:42])[CH2:29]1, predict the reactants needed to synthesize it.